Dataset: Catalyst prediction with 721,799 reactions and 888 catalyst types from USPTO. Task: Predict which catalyst facilitates the given reaction. (1) The catalyst class is: 10. Product: [NH:6]1[CH:5]=[C:4]([CH2:3][CH2:2][N:1]2[C:13](=[O:14])[CH2:12][NH:9][C:10]2=[S:11])[N:8]=[CH:7]1. Reactant: [NH2:1][CH2:2][CH2:3][C:4]1[N:8]=[CH:7][NH:6][CH:5]=1.[N:9]([CH2:12][C:13](OCC)=[O:14])=[C:10]=[S:11]. (2) Reactant: [CH2:1]([C:8]1[C:9]([CH3:21])=[N:10][C:11]2[N:12]([N:15]=[CH:16][C:17]=2[C:18](O)=[O:19])[C:13]=1[CH3:14])[C:2]1[CH:7]=[CH:6][CH:5]=[CH:4][CH:3]=1.C(N(CC)C(C)C)(C)C.CCCP1(OP(CCC)(=O)OP(CCC)(=O)O1)=O.[CH3:49][O:50][CH2:51][CH2:52][NH2:53]. Product: [CH2:1]([C:8]1[C:9]([CH3:21])=[N:10][C:11]2[N:12]([N:15]=[CH:16][C:17]=2[C:18]([NH:53][CH2:52][CH2:51][O:50][CH3:49])=[O:19])[C:13]=1[CH3:14])[C:2]1[CH:7]=[CH:6][CH:5]=[CH:4][CH:3]=1. The catalyst class is: 885. (3) Product: [C:28]([O:32][C:33](=[O:34])[NH:35][CH2:36][C:37](=[O:39])[N:2]([CH3:1])[C:3]1[CH:8]=[CH:7][N:6]=[CH:5][CH:4]=1)([CH3:29])([CH3:30])[CH3:31]. Reactant: [CH3:1][NH:2][C:3]1[CH:8]=[CH:7][N:6]=[CH:5][CH:4]=1.C1C=CC2N(O)N=NC=2C=1.CCN(C(C)C)C(C)C.[C:28]([O:32][C:33]([NH:35][CH2:36][C:37]([OH:39])=O)=[O:34])([CH3:31])([CH3:30])[CH3:29].CCN=C=NCCCN(C)C.Cl. The catalyst class is: 18. (4) Reactant: [CH2:1]([S:3][C:4]1[NH:5][C:6](=[O:16])[C:7]([C:13]([NH2:15])=[O:14])=[C:8](S(C)=O)[N:9]=1)[CH3:2].[N:17]1[C:26]2[C:21](=[CH:22][C:23]([NH2:27])=[CH:24][CH:25]=2)[CH:20]=[CH:19][CH:18]=1.CC1C=C(C=C(C)C=1)N.CCN(C(C)C)C(C)C. Product: [CH2:1]([S:3][C:4]1[NH:5][C:6](=[O:16])[C:7]([C:13]([NH2:15])=[O:14])=[C:8]([NH:27][C:23]2[CH:22]=[C:21]3[C:26](=[CH:25][CH:24]=2)[N:17]=[CH:18][CH:19]=[CH:20]3)[N:9]=1)[CH3:2]. The catalyst class is: 238. (5) Reactant: [CH3:1][S:2]([N:5]1[CH2:10][CH2:9][N:8]([C:11](=[O:29])[C@@H:12]([N:19]([CH3:28])[C:20]([C:22]2[CH:27]=[CH:26][CH:25]=[CH:24][CH:23]=2)=[O:21])[CH2:13][CH2:14][CH2:15][C:16](O)=[O:17])[CH2:7][CH2:6]1)(=[O:4])=[O:3]. Product: [OH:17][CH2:16][CH2:15][CH2:14][CH2:13][C@H:12]([N:19]([CH3:28])[C:20](=[O:21])[C:22]1[CH:23]=[CH:24][CH:25]=[CH:26][CH:27]=1)[C:11]([N:8]1[CH2:9][CH2:10][N:5]([S:2]([CH3:1])(=[O:4])=[O:3])[CH2:6][CH2:7]1)=[O:29]. The catalyst class is: 2. (6) Reactant: Cl.CCOCC.C1CC(C(O)C2C3C(=CC=CC=3)N=C(C3C=CC([Cl:30])=CC=3)C=2)NCC1.[CH2:32]1[CH2:37][C@@H:36]([C@@H:38]([OH:56])[C:39]2[C:48]3[C:43](=[CH:44][CH:45]=[CH:46][CH:47]=3)[N:42]=[C:41]([C:49]3[CH:54]=[CH:53][C:52]([Cl:55])=[CH:51][CH:50]=3)[CH:40]=2)[NH:35][CH2:34][CH2:33]1. Product: [ClH:30].[Cl:55][C:52]1[CH:53]=[CH:54][C:49]([C:41]2[CH:40]=[C:39]([CH:38]([CH:36]3[CH2:37][CH2:32][CH2:33][CH2:34][NH:35]3)[OH:56])[C:48]3[C:43](=[CH:44][CH:45]=[CH:46][CH:47]=3)[N:42]=2)=[CH:50][CH:51]=1. The catalyst class is: 5. (7) Reactant: [C:1]([O:5][C:6](=[O:25])[N:7]([CH2:9][C:10]1[CH:14]=[C:13](Br)[N:12]([S:16]([C:19]2[CH:20]=[N:21][CH:22]=[CH:23][CH:24]=2)(=[O:18])=[O:17])[CH:11]=1)[CH3:8])([CH3:4])([CH3:3])[CH3:2].[C:26]([C:28]1[CH:29]=[CH:30][C:31]([F:37])=[C:32](B(O)O)[CH:33]=1)#[N:27].C(=O)([O-])[O-].[Na+].[Na+]. Product: [C:1]([O:5][C:6](=[O:25])[N:7]([CH2:9][C:10]1[CH:14]=[C:13]([C:30]2[CH:29]=[C:28]([C:26]#[N:27])[CH:33]=[CH:32][C:31]=2[F:37])[N:12]([S:16]([C:19]2[CH:20]=[N:21][CH:22]=[CH:23][CH:24]=2)(=[O:18])=[O:17])[CH:11]=1)[CH3:8])([CH3:4])([CH3:3])[CH3:2]. The catalyst class is: 73.